From a dataset of Catalyst prediction with 721,799 reactions and 888 catalyst types from USPTO. Predict which catalyst facilitates the given reaction. (1) Reactant: [Br:1][C:2]1[CH:10]=[CH:9][C:8]([I:11])=[CH:7][C:3]=1[C:4](Cl)=[O:5].[O:12]1[C:17]2[CH:18]=[CH:19][CH:20]=[CH:21][C:16]=2[O:15][CH:14]=[CH:13]1.[Cl-].[Cl-].[Cl-].[Al+3]. Product: [Br:1][C:2]1[CH:10]=[CH:9][C:8]([I:11])=[CH:7][C:3]=1[C:4]([C:20]1[CH:19]=[CH:18][C:17]2[O:12][CH2:13][CH2:14][O:15][C:16]=2[CH:21]=1)=[O:5]. The catalyst class is: 4. (2) Reactant: [Cl:1][CH2:2][C:3]1[CH:8]=[CH:7][N:6]=[C:5]([NH:9][CH:10]=[N:11]O)[CH:4]=1.C(OC(C(F)(F)F)=O)(C(F)(F)F)=O.N#N.C([O-])(O)=O.[Na+]. Product: [Cl:1][CH2:2][C:3]1[CH:8]=[CH:7][N:6]2[N:11]=[CH:10][N:9]=[C:5]2[CH:4]=1. The catalyst class is: 1. (3) Reactant: C(OC([NH:8][C@@H:9]([CH2:14][CH2:15][S:16][C:17]1[CH:22]=[CH:21][CH:20]=[CH:19][N:18]=1)[C:10]([O:12][CH3:13])=[O:11])=O)(C)(C)C.CS(O)(=O)=O. Product: [NH2:8][C@@H:9]([CH2:14][CH2:15][S:16][C:17]1[CH:22]=[CH:21][CH:20]=[CH:19][N:18]=1)[C:10]([O:12][CH3:13])=[O:11]. The catalyst class is: 1. (4) Reactant: [F:1][C:2]1[CH:7]=[CH:6][CH:5]=[CH:4][C:3]=1[C:8]12[CH2:16][N:15]([C:17]3[N:22]=[CH:21][C:20]([F:23])=[CH:19][N:18]=3)[CH2:14][CH:13]1[CH2:12][S:11][C:10]([NH2:24])=[N:9]2. Product: [F:1][C:2]1[CH:7]=[CH:6][CH:5]=[CH:4][C:3]=1[C@:8]12[CH2:16][N:15]([C:17]3[N:22]=[CH:21][C:20]([F:23])=[CH:19][N:18]=3)[CH2:14][C@H:13]1[CH2:12][S:11][C:10]([NH2:24])=[N:9]2. The catalyst class is: 5. (5) Reactant: [CH3:1][C:2]1[CH:9]=[CH:8][C:5]([C:6]#[N:7])=[CH:4][CH:3]=1.[Br:10]N1C(=O)CCC1=O.CC(N=NC(C#N)(C)C)(C#N)C. Product: [Br:10][CH2:1][C:2]1[CH:9]=[CH:8][C:5]([C:6]#[N:7])=[CH:4][CH:3]=1. The catalyst class is: 717. (6) Product: [F:1][C:2]1[CH:7]=[CH:6][C:5]([CH:8]([NH:12][C:13]2[CH:18]=[CH:17][CH:16]=[C:15]([F:19])[CH:14]=2)[C:9]([O:11][C@@H:22]2[CH:23]3[CH2:26][CH2:27][N:20]([CH2:25][CH2:24]3)[CH2:21]2)=[O:10])=[CH:4][CH:3]=1. The catalyst class is: 1. Reactant: [F:1][C:2]1[CH:7]=[CH:6][C:5]([CH:8]([NH:12][C:13]2[CH:18]=[CH:17][CH:16]=[C:15]([F:19])[CH:14]=2)[C:9]([OH:11])=[O:10])=[CH:4][CH:3]=1.[N:20]12[CH2:27][CH2:26][CH:23]([CH2:24][CH2:25]1)[C@@H:22](O)[CH2:21]2.C1C=CC2N(O)N=NC=2C=1.C1CCC(N=C=NC2CCCCC2)CC1.